From a dataset of Reaction yield outcomes from USPTO patents with 853,638 reactions. Predict the reaction yield, written as a fraction of the theoretical maximum amount of product (1.0 means a 100% yield; for example, 0.34 means a 34% yield). (1) The yield is 0.0600. The catalyst is C(Cl)(Cl)Cl. The product is [Br:1][C:2]1[C:3]([NH:9][CH2:10][CH2:11][C:12]2[CH:17]=[CH:16][CH:15]=[CH:14][CH:13]=2)=[N:4][C:5]([NH:33][C:34]2[CH:35]=[C:36]3[C:40](=[CH:41][CH:42]=2)[NH:39][C:38](=[O:43])[CH2:37]3)=[N:6][CH:7]=1. The reactants are [Br:1][C:2]1[C:3]([NH:9][CH2:10][CH2:11][C:12]2[CH:17]=[CH:16][CH:15]=[CH:14][CH:13]=2)=[N:4][C:5](Cl)=[N:6][CH:7]=1.O1CCOCC1.C(N(C(C)C)CC)(C)C.[NH2:33][C:34]1[CH:35]=[C:36]2[C:40](=[CH:41][CH:42]=1)[NH:39][C:38](=[O:43])[CH2:37]2. (2) The yield is 0.130. The reactants are [CH2:1]([C:3]1[S:21][C:6]2[NH:7][C:8](=[O:20])[N:9]([CH2:12][CH2:13][N:14]3[CH2:19][CH2:18][O:17][CH2:16][CH2:15]3)[C:10](=[O:11])[C:5]=2[CH:4]=1)[CH3:2].Br[CH2:23][C:24]1[CH:29]=[CH:28][C:27]([C:30]2[CH:35]=[CH:34][CH:33]=[CH:32][C:31]=2[C:36]2[N:40]=[C:39](C(Cl)(Cl)Cl)[O:38][N:37]=2)=[CH:26][CH:25]=1.C(=O)([O-])[O-:46].[K+].[K+].CN(C)C=O. The product is [CH2:1]([C:3]1[S:21][C:6]2[N:7]([CH2:23][C:24]3[CH:29]=[CH:28][C:27]([C:30]4[CH:35]=[CH:34][CH:33]=[CH:32][C:31]=4[C:36]4[NH:40][C:39](=[O:46])[O:38][N:37]=4)=[CH:26][CH:25]=3)[C:8](=[O:20])[N:9]([CH2:12][CH2:13][N:14]3[CH2:19][CH2:18][O:17][CH2:16][CH2:15]3)[C:10](=[O:11])[C:5]=2[CH:4]=1)[CH3:2]. The catalyst is C(OCC)(=O)C. (3) The reactants are Br[C:2]1[CH:3]=[CH:4][C:5]([N+:15]([O-:17])=[O:16])=[C:6]([NH:8][C:9]2[CH:14]=[CH:13][CH:12]=[CH:11][CH:10]=2)[CH:7]=1.[NH:18]1[CH2:23][CH2:22][NH:21][CH2:20][CH2:19]1. The catalyst is CN1C(=O)CCC1. The product is [N+:15]([C:5]1[CH:4]=[CH:3][C:2]([N:18]2[CH2:23][CH2:22][NH:21][CH2:20][CH2:19]2)=[CH:7][C:6]=1[NH:8][C:9]1[CH:14]=[CH:13][CH:12]=[CH:11][CH:10]=1)([O-:17])=[O:16]. The yield is 0.860. (4) The reactants are [F:1][C:2]([F:15])([F:14])[C:3]1[CH:4]=[C:5]([CH:7]=[C:8]([C:10]([F:13])([F:12])[F:11])[CH:9]=1)[NH2:6].C(N(CC)C(C)C)(C)C.Cl[C:26]([O:28][C:29]1[CH:34]=[CH:33][CH:32]=[CH:31][CH:30]=1)=[O:27]. The catalyst is ClCCl. The product is [C:29]1([O:28][C:26](=[O:27])[NH:6][C:5]2[CH:4]=[C:3]([C:2]([F:14])([F:15])[F:1])[CH:9]=[C:8]([C:10]([F:11])([F:12])[F:13])[CH:7]=2)[CH:34]=[CH:33][CH:32]=[CH:31][CH:30]=1. The yield is 0.430.